From a dataset of NCI-60 drug combinations with 297,098 pairs across 59 cell lines. Regression. Given two drug SMILES strings and cell line genomic features, predict the synergy score measuring deviation from expected non-interaction effect. (1) Drug 2: C1CN(P(=O)(OC1)NCCCl)CCCl. Cell line: NCI-H460. Synergy scores: CSS=-3.46, Synergy_ZIP=2.00, Synergy_Bliss=1.10, Synergy_Loewe=-2.52, Synergy_HSA=-2.32. Drug 1: CC(C)NC(=O)C1=CC=C(C=C1)CNNC.Cl. (2) Drug 1: C1=CN(C=N1)CC(O)(P(=O)(O)O)P(=O)(O)O. Drug 2: C(CN)CNCCSP(=O)(O)O. Cell line: A498. Synergy scores: CSS=1.50, Synergy_ZIP=-1.43, Synergy_Bliss=-0.638, Synergy_Loewe=1.67, Synergy_HSA=-0.0975. (3) Drug 1: C1=C(C(=O)NC(=O)N1)F. Drug 2: CN1C(=O)N2C=NC(=C2N=N1)C(=O)N. Cell line: LOX IMVI. Synergy scores: CSS=32.8, Synergy_ZIP=-2.05, Synergy_Bliss=-3.84, Synergy_Loewe=-10.8, Synergy_HSA=-1.81.